From a dataset of Forward reaction prediction with 1.9M reactions from USPTO patents (1976-2016). Predict the product of the given reaction. (1) Given the reactants [CH2:1]([C:3]1[CH:9]=[CH:8][CH:7]=[CH:6][C:4]=1[NH2:5])[CH3:2].C([O-])(=O)C.[Na+].[I:15]Cl, predict the reaction product. The product is: [CH2:1]([C:3]1[CH:9]=[C:8]([I:15])[CH:7]=[CH:6][C:4]=1[NH2:5])[CH3:2]. (2) Given the reactants NC[C:3]1[CH:4]=[C:5]([CH:9]2[N:12]([C:13]3[CH:18]=[CH:17][C:16]([F:19])=[CH:15][CH:14]=3)[C:11](=[O:20])[CH:10]2[CH2:21][CH2:22][CH:23]([C:25]2[CH:30]=[CH:29][C:28]([F:31])=[CH:27][CH:26]=2)[OH:24])[CH:6]=[CH:7][CH:8]=1.[OH:32][CH:33]([CH:58]([OH:65])[CH:59]([OH:64])[CH:60]([OH:63])[CH2:61][OH:62])[C:34](=[O:57])COCCOCCNC(COCCOCCOCC(O)=O)=O.C(N=C=NC(C)C)(C)C.O[C:76]1[C:84]2[N:83]=N[NH:81][C:80]=2[CH:79]=[CH:78][CH:77]=1.CN(C)C=[O:88], predict the reaction product. The product is: [F:19][C:16]1[CH:15]=[CH:14][C:13]([N:12]2[C:11](=[O:20])[CH:10]([CH2:21][CH2:22][CH:23]([C:25]3[CH:26]=[CH:27][C:28]([F:31])=[CH:29][CH:30]=3)[OH:24])[CH:9]2[C:5]2[CH:4]=[C:3]([NH:83][C:84]([CH2:76][CH2:77][CH2:78][CH2:79][CH2:80][NH:81][C:34](=[O:57])[CH:33]([OH:32])[CH:58]([OH:65])[CH:59]([OH:64])[CH:60]([OH:63])[CH2:61][OH:62])=[O:88])[CH:8]=[CH:7][CH:6]=2)=[CH:18][CH:17]=1.